From a dataset of Experimentally validated miRNA-target interactions with 360,000+ pairs, plus equal number of negative samples. Binary Classification. Given a miRNA mature sequence and a target amino acid sequence, predict their likelihood of interaction. (1) The miRNA is hsa-miR-6839-3p with sequence UUGGGUUUUCUCUUCAAUCCAG. The protein sequence of the target gene is MTSLGLVMENSQVLPAFLLCSTLLVIKMYAVAVITGQVRLRKKAFANPEDALKRGGLQYCRSDPDVERCLRAHRNDMETIYPFLFLGFVYSFLGPNPLIAWIHFLVVLTGRVVHTVAYLGKMNPRIRSGAYVLAQFACFSMALQILWEVAHHL. Result: 0 (no interaction). (2) The miRNA is hsa-miR-4772-5p with sequence UGAUCAGGCAAAAUUGCAGACU. The protein sequence of the target gene is MAEPLQPDPGAAEDAAAQAVETPGWKAPEDAGPQPGSYEIRHYGPAKWVSTSVESMDWDSAIQTGFTKLNSYIQGKNEKEMKIKMTAPVTSYVEPGSGPFSESTITISLYIPSEQQFDPPRPLESDVFIEDRAEMTVFVRSFDGFSSAQKNQEQLLTLASILREDGKVFDEKVYYTAGYNSPVKLLNRNNEVWLIQKNEPTKENE. Result: 1 (interaction). (3) The protein sequence of the target gene is MGVWLNKDDFIRDLKRISLCLLILYVVVVVGTDQNFYSLLGVSKTASSREIRQAFKKLALKLHPDKNPNNPNAHGDFLKINRAYEVLKDEDLRKKYDKYGEKGLEDNQGGQYESWSYYRYDFGIYDDDPEIITLERREFDAAVNSGELWFVNFYSPGCSHCHDLAPTWREFAKEVDGLLRIGAVNCGDDRMLCRMKGVNSYPSLFIFRSGMAAVKYNGDRSKESLVAFAMQHVRSTVTELSTGNFVNAIETAFAAGVGWLITFCSKGEDCLTSQTRLRLSGMLDGLVNVGWVDCDAQDSL.... The miRNA is hsa-miR-374b-3p with sequence CUUAGCAGGUUGUAUUAUCAUU. Result: 0 (no interaction). (4) The miRNA is hsa-miR-6841-5p with sequence UAGGGUACUCAGAGCAAGUUGU. The protein sequence of the target gene is MAPLPPRGLVPSLLWCLSLFLSLPGPVWLQPSPPPHPSPRAEPHPCHTCRALVDNFNKGLERTIRDNFGGGNTAWEEEKLSKYKDSETRLVEVLEGVCSRSDFECHRLLELSEELVENWWFHRQQEAPDLFQWLCSDSLKLCCPSGTFGPSCLPCPGGTERPCGGYGQCEGEGTRGGSGHCDCQAGYGGEACGQCGLGYFEAERNSSHLVCSACFGPCARCTGPEESHCLQCKKGWALHHLKCVDIDECGTEQATCGADQFCVNTEGSYECRDCAKACLGCMGAGPGRCKKCSRGYQQVG.... Result: 0 (no interaction). (5) The miRNA is mmu-miR-16-1-3p with sequence CCAGUAUUGACUGUGCUGCUGA. The protein sequence of the target gene is MGPAPRILELFYDVLSPYSWLGFEVLCRYQHLWNIKLQLRPTLIAGIMKDSGNQPPAMVPRKGQYIFKEIPLLKQFFQVPLNIPKDFFGETVKKGSINAMRFLTTVSMEQPEMLEKVSREIWMRVWSRDEDITEYQSILAAAVKAGMSTAQAQHFLEKISTQQVKNKLIENTDAACKYGAFGLPTTVAHVDGKTYMLFGSDRLELLAYLLGEKWMGPVPPTANARL. Result: 0 (no interaction).